From a dataset of Catalyst prediction with 721,799 reactions and 888 catalyst types from USPTO. Predict which catalyst facilitates the given reaction. (1) Reactant: Br[CH2:2][C:3]1[C:8]([CH2:9]Br)=[CH:7][N:6]=[C:5]([C:11]#[N:12])[CH:4]=1.[NH:13]1[C:17]2=[N:18][CH:19]=[CH:20][CH:21]=[C:16]2[CH2:15][C:14]1=[O:22].O.[OH-].[Li+]. Product: [NH4+:6].[OH-:22].[O:22]=[C:14]1[NH:13][C:17]2=[N:18][CH:19]=[CH:20][CH:21]=[C:16]2[C:15]21[CH2:9][C:8]1[CH:7]=[N:6][C:5]([C:11]#[N:12])=[CH:4][C:3]=1[CH2:2]2. The catalyst class is: 20. (2) Reactant: C([N:8]([CH:18]1[CH2:23][CH2:22][CH2:21][CH2:20][CH2:19]1)[CH2:9][C:10]([F:17])([CH3:16])[C:11]([O:13][CH2:14][CH3:15])=[O:12])C1C=CC=CC=1.C(O)(C(F)(F)F)=O. Product: [CH:18]1([NH:8][CH2:9][C:10]([F:17])([CH3:16])[C:11]([O:13][CH2:14][CH3:15])=[O:12])[CH2:19][CH2:20][CH2:21][CH2:22][CH2:23]1. The catalyst class is: 261. (3) Reactant: [OH:1][C@@H:2]([C:6]1[CH:7]=[C:8]([F:25])[C:9]([N:12]2[CH2:17][CH2:16][N:15](C(OC(C)(C)C)=O)[CH2:14][CH2:13]2)=[N:10][CH:11]=1)[C@@H:3]([OH:5])[CH3:4].Cl.O1CCOCC1.C(OCC)C. Product: [F:25][C:8]1[CH:7]=[C:6]([C@H:2]([OH:1])[C@@H:3]([OH:5])[CH3:4])[CH:11]=[N:10][C:9]=1[N:12]1[CH2:13][CH2:14][NH:15][CH2:16][CH2:17]1. The catalyst class is: 2. (4) Reactant: C(N1C=CN=C1)(N1C=CN=C1)=O.F[C:14]1[C:15]([C:20]([OH:22])=O)=[N:16][CH:17]=[CH:18][CH:19]=1.[NH2:23][C:24]1[N:29]=[C:28]([N:30]([CH3:38])[C:31]2[CH:36]=[CH:35][CH:34]=[C:33](C)[CH:32]=2)[N:27]=[C:26]([C:39]([NH:41]O)=[NH:40])[N:25]=1.[CH:43]1([NH2:46])[CH2:45][CH2:44]1. Product: [CH:43]1([NH:46][C:14]2[C:15]([C:20]3[O:22][N:40]=[C:39]([C:26]4[N:27]=[C:28]([N:30]([CH3:38])[C:31]5[CH:32]=[CH:33][CH:34]=[CH:35][CH:36]=5)[N:29]=[C:24]([NH2:23])[N:25]=4)[N:41]=3)=[N:16][CH:17]=[CH:18][CH:19]=2)[CH2:45][CH2:44]1. The catalyst class is: 436. (5) Reactant: CN(C(ON1N=NC2C=CC=CC1=2)=[N+](C)C)C.F[P-](F)(F)(F)(F)F.CCN(C(C)C)C(C)C.[F:34][C:35]1[CH:43]=[C:42]2[C:38]([C:39]([C:45]3[N:46]=[C:47]4[C:53]([C:54]([OH:56])=O)=[CH:52][N:51]([CH2:57][O:58][CH2:59][CH2:60][Si:61]([CH3:64])([CH3:63])[CH3:62])[C:48]4=[N:49][CH:50]=3)=[N:40][N:41]2[CH3:44])=[CH:37][CH:36]=1.[O:65]([CH2:72][CH:73]([NH2:75])[CH3:74])[C:66]1[CH:71]=[CH:70][CH:69]=[CH:68][CH:67]=1.C([O-])(O)=O.[Na+]. Product: [CH3:74][CH:73]([NH:75][C:54]([C:53]1[C:47]2[C:48](=[N:49][CH:50]=[C:45]([C:39]3[C:38]4[C:42](=[CH:43][C:35]([F:34])=[CH:36][CH:37]=4)[N:41]([CH3:44])[N:40]=3)[N:46]=2)[N:51]([CH2:57][O:58][CH2:59][CH2:60][Si:61]([CH3:64])([CH3:62])[CH3:63])[CH:52]=1)=[O:56])[CH2:72][O:65][C:66]1[CH:71]=[CH:70][CH:69]=[CH:68][CH:67]=1. The catalyst class is: 329. (6) Reactant: [Cl:1][C:2]1[CH:3]=[C:4]([CH:7]=[CH:8][C:9]=1[OH:10])[CH:5]=[O:6].Br[CH2:12][CH2:13][O:14][Si:15]([C:18]([CH3:21])([CH3:20])[CH3:19])([CH3:17])[CH3:16].C(=O)([O-])[O-].[Cs+].[Cs+].CS(C)=O. Product: [C:18]([Si:15]([CH3:17])([CH3:16])[O:14][CH2:13][CH2:12][O:10][C:9]1[CH:8]=[CH:7][C:4]([CH:5]=[O:6])=[CH:3][C:2]=1[Cl:1])([CH3:21])([CH3:20])[CH3:19]. The catalyst class is: 6. (7) Reactant: [F-:1].[K+].Cl[C:4]1[N:8]([CH2:9][CH3:10])[N:7]=[C:6]([C:11]([F:14])([F:13])[F:12])[C:5]=1[CH:15]=[O:16].O.C(OCC)(=O)C. Product: [CH2:9]([N:8]1[C:4]([F:1])=[C:5]([CH:15]=[O:16])[C:6]([C:11]([F:14])([F:13])[F:12])=[N:7]1)[CH3:10]. The catalyst class is: 16. (8) Reactant: [C:1]([C:3]1[CH:4]=[C:5]2[N:11]=[C:10]([C:12]([C:25]3[C:33]([CH2:34][CH3:35])=[CH:32][C:31]([CH3:36])=[C:30]4[C:26]=3[CH:27]=[CH:28][N:29]4[C:37]([O:39][C:40]([CH3:43])([CH3:42])[CH3:41])=[O:38])([N:14]([CH3:24])S(CC[Si](C)(C)C)(=O)=O)[CH3:13])[N:9]([CH2:44][O:45][CH2:46][CH2:47][Si:48]([CH3:51])([CH3:50])[CH3:49])[C:6]2=[N:7][CH:8]=1)#[N:2].[F-].[Cs+]. Product: [C:1]([C:3]1[CH:4]=[C:5]2[N:11]=[C:10]([C:12]([C:25]3[C:33]([CH2:34][CH3:35])=[CH:32][C:31]([CH3:36])=[C:30]4[C:26]=3[CH:27]=[CH:28][N:29]4[C:37]([O:39][C:40]([CH3:41])([CH3:42])[CH3:43])=[O:38])([NH:14][CH3:24])[CH3:13])[N:9]([CH2:44][O:45][CH2:46][CH2:47][Si:48]([CH3:50])([CH3:51])[CH3:49])[C:6]2=[N:7][CH:8]=1)#[N:2]. The catalyst class is: 18.